This data is from Forward reaction prediction with 1.9M reactions from USPTO patents (1976-2016). The task is: Predict the product of the given reaction. (1) Given the reactants [CH3:1][S:2]([O:5][CH:6]1[CH2:11][CH2:10][CH2:9][CH:8]([C:12]2[CH:17]=[N:16][C:15]([NH:18][C:19](=[O:24])[C:20]([CH3:23])([CH3:22])[CH3:21])=[C:14](Br)[N:13]=2)[CH2:7]1)(=[O:4])=[O:3].[CH2:26]([NH:33][C:34]([C:36]1[CH:41]=[CH:40][C:39](B(O)O)=[CH:38][C:37]=1[F:45])=[O:35])[C:27]1[CH:32]=[CH:31][CH:30]=[CH:29][CH:28]=1.COCCOC.C([O-])([O-])=O.[Na+].[Na+], predict the reaction product. The product is: [CH3:1][S:2]([O:5][C@H:6]1[CH2:11][CH2:10][CH2:9][C@@H:8]([C:12]2[CH:17]=[N:16][C:15]([NH:18][C:19](=[O:24])[C:20]([CH3:23])([CH3:22])[CH3:21])=[C:14]([C:39]3[CH:40]=[CH:41][C:36]([C:34](=[O:35])[NH:33][CH2:26][C:27]4[CH:28]=[CH:29][CH:30]=[CH:31][CH:32]=4)=[C:37]([F:45])[CH:38]=3)[N:13]=2)[CH2:7]1)(=[O:4])=[O:3]. (2) Given the reactants [NH2:1][C:2]1[CH:32]=[CH:31][C:5]2[N:6]=[C:7]([NH:9][C:10]3[CH:15]=[C:14]([CH2:16][C:17]4[CH:22]=[CH:21][CH:20]=[CH:19][CH:18]=4)[N:13]=[C:12]([NH:23][C@H:24]4[CH2:29][CH2:28][C@H:27]([OH:30])[CH2:26][CH2:25]4)[N:11]=3)[S:8][C:4]=2[CH:3]=1.[C:33]1(=O)[O:38][C:36](=[O:37])[CH2:35][CH2:34]1, predict the reaction product. The product is: [OH:30][C@H:27]1[CH2:26][CH2:25][C@H:24]([NH:23][C:12]2[N:11]=[C:10]([NH:9][C:7]3[S:8][C:4]4[CH:3]=[C:2]([N:1]5[C:36](=[O:37])[CH2:35][CH2:34][C:33]5=[O:38])[CH:32]=[CH:31][C:5]=4[N:6]=3)[CH:15]=[C:14]([CH2:16][C:17]3[CH:18]=[CH:19][CH:20]=[CH:21][CH:22]=3)[N:13]=2)[CH2:29][CH2:28]1. (3) Given the reactants [C:1]([O:5][C:6](=[O:14])[NH:7][C:8]1[CH:13]=[CH:12][N:11]=[CH:10][CH:9]=1)([CH3:4])([CH3:3])[CH3:2].[Li]C(C)(C)C.Br[CH:21]([OH:23])[CH3:22].[Li]CCCC, predict the reaction product. The product is: [C:1]([O:5][C:6](=[O:14])[NH:7][C:8]1[CH:13]=[CH:12][N:11]=[CH:10][C:9]=1[CH2:22][CH2:21][OH:23])([CH3:4])([CH3:2])[CH3:3]. (4) The product is: [CH3:1][S:2]([C:5]1[CH:6]=[CH:7][C:8]([O:14][CH2:15][C:16]([F:19])([F:18])[F:17])=[C:9]([CH:13]=1)[C:10]([N:23]1[CH2:24][CH2:25][N:20]([C:26]2[S:27][C:28]([C:31]#[N:32])=[CH:29][N:30]=2)[CH2:21][CH2:22]1)=[O:12])(=[O:3])=[O:4]. Given the reactants [CH3:1][S:2]([C:5]1[CH:6]=[CH:7][C:8]([O:14][CH2:15][C:16]([F:19])([F:18])[F:17])=[C:9]([CH:13]=1)[C:10]([OH:12])=O)(=[O:4])=[O:3].[N:20]1([C:26]2[S:27][C:28]([C:31]#[N:32])=[CH:29][N:30]=2)[CH2:25][CH2:24][NH:23][CH2:22][CH2:21]1, predict the reaction product.